This data is from Reaction yield outcomes from USPTO patents with 853,638 reactions. The task is: Predict the reaction yield, written as a fraction of the theoretical maximum amount of product (1.0 means a 100% yield; for example, 0.34 means a 34% yield). (1) The reactants are [CH3:1][C:2]1([CH3:23])[O:7][C:6](=[O:8])[C:5](=[CH:9][NH:10][C:11]2[CH:20]=[CH:19][C:14]([C:15]([O:17][CH3:18])=[O:16])=[C:13]([OH:21])[CH:12]=2)[C:4](=[O:22])[O:3]1.[H-].[Na+].[CH2:26](Br)[C:27]1[CH:32]=[CH:31][CH:30]=[CH:29][CH:28]=1. The catalyst is CN(C)C=O.O. The product is [CH2:26]([O:21][C:13]1[CH:12]=[C:11]([NH:10][CH:9]=[C:5]2[C:4](=[O:22])[O:3][C:2]([CH3:23])([CH3:1])[O:7][C:6]2=[O:8])[CH:20]=[CH:19][C:14]=1[C:15]([O:17][CH3:18])=[O:16])[C:27]1[CH:32]=[CH:31][CH:30]=[CH:29][CH:28]=1. The yield is 0.865. (2) The reactants are [C:1]([C:4]1[C:5]([F:40])=[C:6]([CH:36]=[CH:37][C:38]=1[F:39])[O:7][CH:8]([C:21]1[O:22][CH:23]=[C:24]([C:26]2[CH:31]=[CH:30][C:29]([C:32]([F:35])([F:34])[F:33])=[CH:28][CH:27]=2)[N:25]=1)[CH2:9][NH:10][C:11](=[O:20])[O:12][CH2:13]C1C=CC=CC=1)(=[O:3])[NH2:2].C(N(CC)CC)C.ClC(OC)=O. The catalyst is CCOC(C)=O. The product is [C:1]([C:4]1[C:5]([F:40])=[C:6]([CH:36]=[CH:37][C:38]=1[F:39])[O:7][CH:8]([C:21]1[O:22][CH:23]=[C:24]([C:26]2[CH:27]=[CH:28][C:29]([C:32]([F:35])([F:34])[F:33])=[CH:30][CH:31]=2)[N:25]=1)[CH2:9][NH:10][C:11](=[O:20])[O:12][CH3:13])(=[O:3])[NH2:2]. The yield is 0.760. (3) The reactants are [NH2:1][C:2]1[C:3]([N+:18]([O-])=O)=[C:4]([CH:9]=[C:10]([N:12]2[CH2:17][CH2:16][O:15][CH2:14][CH2:13]2)[CH:11]=1)[C:5]([O:7][CH3:8])=[O:6].C(Cl)Cl.[CH3:24][C:25](O)=O. The catalyst is [Fe]. The product is [CH3:24][C:25]1[NH:18][C:3]2[C:4]([C:5]([O:7][CH3:8])=[O:6])=[CH:9][C:10]([N:12]3[CH2:17][CH2:16][O:15][CH2:14][CH2:13]3)=[CH:11][C:2]=2[N:1]=1. The yield is 0.770.